From a dataset of HIV replication inhibition screening data with 41,000+ compounds from the AIDS Antiviral Screen. Binary Classification. Given a drug SMILES string, predict its activity (active/inactive) in a high-throughput screening assay against a specified biological target. (1) The drug is Cn1cnc2ccccc2c1=S. The result is 0 (inactive). (2) The molecule is Cc1cc(N(CCC#N)CCC#N)ccc1C(N=Nc1ccc(Cl)cc1)=NNC(=O)c1ccccc1. The result is 0 (inactive).